This data is from Full USPTO retrosynthesis dataset with 1.9M reactions from patents (1976-2016). The task is: Predict the reactants needed to synthesize the given product. (1) Given the product [CH3:24][NH:23][C:13]1([C:9]2[CH:8]=[N:7][CH:12]=[CH:11][CH:10]=2)[CH2:22][CH2:21][C:16]2([O:17][CH2:18][CH2:19][O:20]2)[CH2:15][CH2:14]1, predict the reactants needed to synthesize it. The reactants are: [H-].[H-].[H-].[H-].[Li+].[Al+3].[N:7]1[CH:12]=[CH:11][CH:10]=[C:9]([C:13]2([NH:23][C:24](=O)OC)[CH2:22][CH2:21][C:16]3([O:20][CH2:19][CH2:18][O:17]3)[CH2:15][CH2:14]2)[CH:8]=1. (2) Given the product [CH3:20][Si:19]([C:17]#[C:18][C:2]1[CH:9]=[CH:8][C:5]([CH:6]=[O:7])=[CH:4][CH:3]=1)([CH3:22])[CH3:21], predict the reactants needed to synthesize it. The reactants are: Br[C:2]1[CH:9]=[CH:8][C:5]([CH:6]=[O:7])=[CH:4][CH:3]=1.C(N(CC)CC)C.[C:17]([Si:19]([CH3:22])([CH3:21])[CH3:20])#[CH:18]. (3) Given the product [Br:23][C:24]1[CH:29]=[C:28]([CH2:30][C:19]([CH3:21])([CH3:20])[C:18]([O:17][C:13]([CH3:16])([CH3:15])[CH3:14])=[O:22])[CH:27]=[CH:26][C:25]=1[Cl:32], predict the reactants needed to synthesize it. The reactants are: C(NC(C)C)(C)C.C([Li])CCC.[C:13]([O:17][C:18](=[O:22])[CH:19]([CH3:21])[CH3:20])([CH3:16])([CH3:15])[CH3:14].[Br:23][C:24]1[CH:29]=[C:28]([CH2:30]Br)[CH:27]=[CH:26][C:25]=1[Cl:32].[Cl-].[NH4+].